From a dataset of Full USPTO retrosynthesis dataset with 1.9M reactions from patents (1976-2016). Predict the reactants needed to synthesize the given product. (1) Given the product [F:1][C:2]1[CH:7]=[CH:6][C:5]([C:8]2[C:9]([CH3:21])=[CH:10][C:11]([O:15][C@H:16]3[CH2:20][CH2:19][O:18][CH2:17]3)=[CH:12][C:13]=2[CH3:14])=[CH:4][C:3]=1[CH2:22][O:23][C:24]1[CH:37]=[CH:36][C:27]2[C@H:28]([CH2:31][C:32]([OH:34])=[O:33])[CH2:29][O:30][C:26]=2[CH:25]=1, predict the reactants needed to synthesize it. The reactants are: [F:1][C:2]1[CH:7]=[CH:6][C:5]([C:8]2[C:13]([CH3:14])=[CH:12][C:11]([O:15][C@H:16]3[CH2:20][CH2:19][O:18][CH2:17]3)=[CH:10][C:9]=2[CH3:21])=[CH:4][C:3]=1[CH2:22][O:23][C:24]1[CH:37]=[CH:36][C:27]2[C@H:28]([CH2:31][C:32]([O:34]C)=[O:33])[CH2:29][O:30][C:26]=2[CH:25]=1.[OH-].[Li+]. (2) Given the product [F:1][C:2]1[CH:3]=[C:4]([C@@H:8]2[N:12]([C:13]3[CH:18]=[CH:17][N:16]4[N:19]=[CH:20][C:21]([C:22]([NH:32][C@@H:30]([CH3:31])[C:29]([F:34])([F:33])[F:28])=[O:23])=[C:15]4[N:14]=3)[C@@:11]([CH2:26][OH:27])([CH3:25])[CH2:10][CH2:9]2)[CH:5]=[N:6][CH:7]=1, predict the reactants needed to synthesize it. The reactants are: [F:1][C:2]1[CH:3]=[C:4]([C@@H:8]2[N:12]([C:13]3[CH:18]=[CH:17][N:16]4[N:19]=[CH:20][C:21]([C:22](O)=[O:23])=[C:15]4[N:14]=3)[C@@:11]([CH2:26][OH:27])([CH3:25])[CH2:10][CH2:9]2)[CH:5]=[N:6][CH:7]=1.[F:28][C:29]([F:34])([F:33])[C@@H:30]([NH2:32])[CH3:31]. (3) Given the product [NH2:1][C:2]1[S:3][C:4]([CH2:14][CH2:15][C:16]([N:30]2[CH2:35][CH2:34][S:33](=[O:37])(=[O:36])[CH2:32][CH2:31]2)=[O:18])=[C:5]([C:7]2[CH:8]=[CH:9][C:10]([Cl:13])=[CH:11][CH:12]=2)[N:6]=1, predict the reactants needed to synthesize it. The reactants are: [NH2:1][C:2]1[S:3][C:4]([CH2:14][CH2:15][C:16]([OH:18])=O)=[C:5]([C:7]2[CH:12]=[CH:11][C:10]([Cl:13])=[CH:9][CH:8]=2)[N:6]=1.P(C#N)(OCC)(OCC)=O.Cl.[NH:30]1[CH2:35][CH2:34][S:33](=[O:37])(=[O:36])[CH2:32][CH2:31]1.C(N(CC)CC)C. (4) Given the product [F:1][CH:2]([F:19])[O:3][C:4]1[CH:5]=[CH:6][C:7]([C:10]#[C:11][C:12]2[CH:13]=[C:14]([NH:15][C:30](=[O:31])[CH2:29][O:28][CH3:27])[CH:16]=[CH:17][CH:18]=2)=[CH:8][CH:9]=1, predict the reactants needed to synthesize it. The reactants are: [F:1][CH:2]([F:19])[O:3][C:4]1[CH:9]=[CH:8][C:7]([C:10]#[C:11][C:12]2[CH:13]=[C:14]([CH:16]=[CH:17][CH:18]=2)[NH2:15])=[CH:6][CH:5]=1.C(N(CC)CC)C.[CH3:27][O:28][CH2:29][C:30](Cl)=[O:31].O. (5) The reactants are: Cl.[NH:2]1[CH2:6][CH2:5][C@@H:4]([NH:7][C:8]([C:10]2[C:14]3[N:15]=[CH:16][N:17]=[C:18]([C:19]4[C:27]5[O:26][CH2:25][O:24][C:23]=5[CH:22]=[CH:21][C:20]=4[O:28][CH2:29][CH:30]4[CH2:32][CH2:31]4)[C:13]=3[NH:12][CH:11]=2)=[O:9])[CH2:3]1.Cl[C:34]([C@@H:36]([O:38]C(=O)C)[CH3:37])=[O:35]. Given the product [OH:38][C@@H:36]([CH3:37])[C:34]([N:2]1[CH2:6][CH2:5][C@@H:4]([NH:7][C:8]([C:10]2[C:14]3[N:15]=[CH:16][N:17]=[C:18]([C:19]4[C:27]5[O:26][CH2:25][O:24][C:23]=5[CH:22]=[CH:21][C:20]=4[O:28][CH2:29][CH:30]4[CH2:32][CH2:31]4)[C:13]=3[NH:12][CH:11]=2)=[O:9])[CH2:3]1)=[O:35], predict the reactants needed to synthesize it.